From a dataset of Peptide-MHC class I binding affinity with 185,985 pairs from IEDB/IMGT. Regression. Given a peptide amino acid sequence and an MHC pseudo amino acid sequence, predict their binding affinity value. This is MHC class I binding data. (1) The peptide sequence is AYQQGVKTL. The MHC is HLA-B15:01 with pseudo-sequence HLA-B15:01. The binding affinity (normalized) is 0. (2) The peptide sequence is APYFATVRL. The MHC is HLA-A30:01 with pseudo-sequence HLA-A30:01. The binding affinity (normalized) is 0.149. (3) The binding affinity (normalized) is 0. The peptide sequence is CRAPRKKGC. The MHC is HLA-A30:02 with pseudo-sequence HLA-A30:02. (4) The peptide sequence is GLLEWIFRA. The MHC is HLA-A02:02 with pseudo-sequence HLA-A02:02. The binding affinity (normalized) is 0.714. (5) The peptide sequence is QLFKYVPSA. The MHC is HLA-B15:01 with pseudo-sequence HLA-B15:01. The binding affinity (normalized) is 0.451. (6) The peptide sequence is TPQVPLRPM. The MHC is HLA-A68:01 with pseudo-sequence HLA-A68:01. The binding affinity (normalized) is 0. (7) The peptide sequence is APAKKAAPA. The MHC is HLA-B57:01 with pseudo-sequence HLA-B57:01. The binding affinity (normalized) is 0.0847.